Dataset: Full USPTO retrosynthesis dataset with 1.9M reactions from patents (1976-2016). Task: Predict the reactants needed to synthesize the given product. (1) Given the product [CH2:1]([O:3][C:4]1[CH:10]=[CH:9][C:7]([NH:8][C:18](=[O:20])[CH3:19])=[CH:6][CH:5]=1)[CH3:2], predict the reactants needed to synthesize it. The reactants are: [CH2:1]([O:3][C:4]1[CH:10]=[CH:9][C:7]([NH2:8])=[CH:6][CH:5]=1)[CH3:2].C(N(CC)CC)C.[C:18](OC(=O)C)(=[O:20])[CH3:19].Cl. (2) Given the product [C:1]([O:5][C:6](=[O:25])[NH:7][C:8]1[CH:13]=[C:12]([O:14][CH2:15][C:16]([F:18])([F:17])[F:19])[C:11]([C:20]([F:22])([F:23])[F:21])=[CH:10][C:9]=1[NH:24][C:31](=[O:30])[CH2:32][C:33]([C:35]1[CH:40]=[CH:39][CH:38]=[C:37]([C:41]2[CH:42]=[N:43][C:44]([CH:47]([CH3:48])[CH3:49])=[CH:45][CH:46]=2)[CH:36]=1)=[O:34])([CH3:4])([CH3:2])[CH3:3], predict the reactants needed to synthesize it. The reactants are: [C:1]([O:5][C:6](=[O:25])[NH:7][C:8]1[CH:13]=[C:12]([O:14][CH2:15][C:16]([F:19])([F:18])[F:17])[C:11]([C:20]([F:23])([F:22])[F:21])=[CH:10][C:9]=1[NH2:24])([CH3:4])([CH3:3])[CH3:2].C([O:30][C:31](=O)[CH2:32][C:33]([C:35]1[CH:40]=[CH:39][CH:38]=[C:37]([C:41]2[CH:42]=[N:43][C:44]([CH:47]([CH3:49])[CH3:48])=[CH:45][CH:46]=2)[CH:36]=1)=[O:34])(C)(C)C. (3) Given the product [C:1]([C:7]1[C:15]2[C:10](=[N:11][CH:12]=[C:13]([NH:16][C:17]3[CH:18]=[CH:19][C:20]([CH:21]=[C:37]4[S:33][C:34](=[O:39])[NH:35][C:36]4=[O:38])=[CH:23][CH:24]=3)[N:14]=2)[N:9]([CH2:25][O:26][CH2:27][CH2:28][Si:29]([CH3:31])([CH3:32])[CH3:30])[CH:8]=1)(=[O:6])[C:2]([CH3:4])([CH3:3])[CH3:5], predict the reactants needed to synthesize it. The reactants are: [C:1]([C:7]1[C:15]2[C:10](=[N:11][CH:12]=[C:13]([NH:16][C:17]3[CH:24]=[CH:23][C:20]([CH:21]=O)=[CH:19][CH:18]=3)[N:14]=2)[N:9]([CH2:25][O:26][CH2:27][CH2:28][Si:29]([CH3:32])([CH3:31])[CH3:30])[CH:8]=1)(=[O:6])[C:2]([CH3:5])([CH3:4])[CH3:3].[S:33]1[CH2:37][C:36](=[O:38])[NH:35][C:34]1=[O:39].C(O)(=O)C.N1CCCCC1. (4) The reactants are: [CH2:1]([OH:21])[CH2:2][CH2:3][CH2:4]/[CH:5]=[CH:6]\[CH2:7]/[CH:8]=[CH:9]\[CH2:10]/[CH:11]=[CH:12]\[CH2:13]/[CH:14]=[CH:15]\[CH2:16]/[CH:17]=[CH:18]\[CH2:19][CH3:20].[OH-].[Na+].Br[CH:25]([CH2:33][CH3:34])[C:26]([O:28][C:29]([CH3:32])([CH3:31])[CH3:30])=[O:27]. Given the product [CH2:1]([O:21][CH:25]([CH2:33][CH3:34])[C:26]([O:28][C:29]([CH3:32])([CH3:31])[CH3:30])=[O:27])[CH2:2][CH2:3][CH2:4]/[CH:5]=[CH:6]\[CH2:7]/[CH:8]=[CH:9]\[CH2:10]/[CH:11]=[CH:12]\[CH2:13]/[CH:14]=[CH:15]\[CH2:16]/[CH:17]=[CH:18]\[CH2:19][CH3:20], predict the reactants needed to synthesize it. (5) Given the product [S:14]1[CH:15]=[CH:16][N:17]=[C:13]1[C:11]([N:8]1[CH2:7][CH2:6][CH:5]([CH:3]2[CH2:2][N:1]([C:28]([C:27]3[CH:26]=[CH:25][C:24]([CH2:23][C:22]4[CH:33]=[CH:34][CH:35]=[C:20]([C:19]([F:18])([F:37])[F:36])[CH:21]=4)=[CH:32][CH:31]=3)=[O:29])[CH2:4]2)[CH2:10][CH2:9]1)=[O:12], predict the reactants needed to synthesize it. The reactants are: [NH:1]1[CH2:4][CH:3]([CH:5]2[CH2:10][CH2:9][N:8]([C:11]([C:13]3[S:14][CH:15]=[CH:16][N:17]=3)=[O:12])[CH2:7][CH2:6]2)[CH2:2]1.[F:18][C:19]([F:37])([F:36])[C:20]1[CH:21]=[C:22]([CH:33]=[CH:34][CH:35]=1)[CH2:23][C:24]1[CH:32]=[CH:31][C:27]([C:28](O)=[O:29])=[CH:26][CH:25]=1.CCN(CC)CC.CN(C(ON1N=NC2C=CC=NC1=2)=[N+](C)C)C.F[P-](F)(F)(F)(F)F. (6) Given the product [Cl:13][C:14]1[CH:19]=[CH:18][C:17]([CH:20]([CH3:1])[C:21]([O:23][CH3:24])=[O:22])=[CH:16][C:15]=1[C:25]([F:26])([F:27])[F:28], predict the reactants needed to synthesize it. The reactants are: [CH:1](NC(C)C)(C)C.C([Li])CCC.[Cl:13][C:14]1[CH:19]=[CH:18][C:17]([CH2:20][C:21]([O:23][CH3:24])=[O:22])=[CH:16][C:15]=1[C:25]([F:28])([F:27])[F:26].CI.Cl. (7) Given the product [C:1]([O:5][C:6]([N:8]1[CH2:20][C@@H:19]([CH3:21])[N:18]2[C@H:10]([CH2:11][C:12]3[C:17]2=[N:16][C:15]([CH2:22][O:23][CH2:27][CH:28]2[CH2:30][CH2:29]2)=[CH:14][CH:13]=3)[CH2:9]1)=[O:7])([CH3:2])([CH3:4])[CH3:3], predict the reactants needed to synthesize it. The reactants are: [C:1]([O:5][C:6]([N:8]1[CH2:20][C@@H:19]([CH3:21])[N:18]2[C@H:10]([CH2:11][C:12]3[C:17]2=[N:16][C:15]([CH2:22][OH:23])=[CH:14][CH:13]=3)[CH2:9]1)=[O:7])([CH3:4])([CH3:3])[CH3:2].[H-].[Na+].Br[CH2:27][CH:28]1[CH2:30][CH2:29]1.C(=O)(O)[O-].[Na+].